From a dataset of Reaction yield outcomes from USPTO patents with 853,638 reactions. Predict the reaction yield, written as a fraction of the theoretical maximum amount of product (1.0 means a 100% yield; for example, 0.34 means a 34% yield). The reactants are Br[C:2]1[S:3][CH:4]=[C:5]([C:7]([NH:9][C@@H:10]([CH3:26])[CH2:11][N:12]2[CH:16]=[CH:15][C:14]([C:17]3[CH:22]=[CH:21][C:20]([C:23]#[N:24])=[C:19]([Cl:25])[CH:18]=3)=[N:13]2)=[O:8])[N:6]=1.[O:27]1[CH2:32][CH2:31][CH2:30][CH2:29][CH:28]1[N:33]1[C:37](B2OC(C)(C)C(C)(C)O2)=[CH:36][CH:35]=[N:34]1.C1COCC1.C([O-])([O-])=O.[Na+].[Na+]. The catalyst is C(Cl)Cl.C1C=CC([P]([Pd]([P](C2C=CC=CC=2)(C2C=CC=CC=2)C2C=CC=CC=2)([P](C2C=CC=CC=2)(C2C=CC=CC=2)C2C=CC=CC=2)[P](C2C=CC=CC=2)(C2C=CC=CC=2)C2C=CC=CC=2)(C2C=CC=CC=2)C2C=CC=CC=2)=CC=1. The product is [Cl:25][C:19]1[CH:18]=[C:17]([C:14]2[CH:15]=[CH:16][N:12]([CH2:11][C@@H:10]([NH:9][C:7]([C:5]3[N:6]=[C:2]([C:37]4[N:33]([CH:28]5[CH2:29][CH2:30][CH2:31][CH2:32][O:27]5)[N:34]=[CH:35][CH:36]=4)[S:3][CH:4]=3)=[O:8])[CH3:26])[N:13]=2)[CH:22]=[CH:21][C:20]=1[C:23]#[N:24]. The yield is 0.0370.